This data is from Peptide-MHC class II binding affinity with 134,281 pairs from IEDB. The task is: Regression. Given a peptide amino acid sequence and an MHC pseudo amino acid sequence, predict their binding affinity value. This is MHC class II binding data. (1) The peptide sequence is LIINWLQEALSSASL. The MHC is HLA-DPA10201-DPB10101 with pseudo-sequence HLA-DPA10201-DPB10101. The binding affinity (normalized) is 0. (2) The peptide sequence is GERSLTTLLRALGAQ. The MHC is DRB1_0901 with pseudo-sequence DRB1_0901. The binding affinity (normalized) is 0.296.